Predict the reactants needed to synthesize the given product. From a dataset of Full USPTO retrosynthesis dataset with 1.9M reactions from patents (1976-2016). (1) The reactants are: Cl[C:2]1[CH:7]=[CH:6][C:5]([N+:8]([O-])=O)=[CH:4][N:3]=1.[C:11]1(=[O:21])[C:15]2([CH2:20][CH2:19][NH:18][CH2:17][CH2:16]2)[CH2:14][CH2:13][NH:12]1.[CH3:22]I. Given the product [NH2:8][C:5]1[CH:6]=[CH:7][C:2]([N:18]2[CH2:19][CH2:20][C:15]3([C:11](=[O:21])[N:12]([CH3:22])[CH2:13][CH2:14]3)[CH2:16][CH2:17]2)=[N:3][CH:4]=1, predict the reactants needed to synthesize it. (2) Given the product [CH:14]12[O:23][CH:15]1[CH2:16][CH2:17][N:12]([C:18]([O:7][CH2:5][C:4]1[CH:3]=[CH:2][CH:11]=[CH:10][CH:9]=1)=[O:20])[CH2:13]2, predict the reactants needed to synthesize it. The reactants are: Cl[C:2]1[CH:3]=[C:4]([CH:9]=[CH:10][CH:11]=1)[C:5]([O:7]O)=O.[N:12]1([C:18]([O-:20])=O)[CH2:17][CH2:16][CH:15]=[CH:14][CH2:13]1.CC[O:23]CC.